From a dataset of HIV replication inhibition screening data with 41,000+ compounds from the AIDS Antiviral Screen. Binary Classification. Given a drug SMILES string, predict its activity (active/inactive) in a high-throughput screening assay against a specified biological target. (1) The compound is O=C(C=C(O)C(=O)O)C=C(O)c1ccc(Cl)cc1. The result is 0 (inactive). (2) The molecule is O=S(=O)(Nc1nnc2ccc3ccccc3n12)c1ccc(Cl)cc1S. The result is 0 (inactive).